From a dataset of Catalyst prediction with 721,799 reactions and 888 catalyst types from USPTO. Predict which catalyst facilitates the given reaction. (1) Reactant: [Cl:1][C:2]1[CH:9]=[CH:8][C:5]([CH2:6][OH:7])=[CH:4][CH:3]=1.[H-].[Na+].Br[CH2:13][C:14]([C:16]12[CH2:25][CH:20]3[CH2:21][CH:22]([CH2:24][CH:18]([CH2:19]3)[CH2:17]1)[CH2:23]2)=[O:15]. Product: [C:16]12([C:14](=[O:15])[CH2:13][O:7][CH2:6][C:5]3[CH:8]=[CH:9][C:2]([Cl:1])=[CH:3][CH:4]=3)[CH2:23][CH:22]3[CH2:21][CH:20]([CH2:19][CH:18]([CH2:24]3)[CH2:17]1)[CH2:25]2. The catalyst class is: 1. (2) Reactant: [I:1][C:2]1[CH:10]=[C:9]2[C:5]([C:6](C=CC3C=CC=CC=3)=[N:7][N:8]2[CH2:11][O:12][CH2:13][CH2:14][Si:15]([CH3:18])([CH3:17])[CH3:16])=[CH:4][CH:3]=1.CO.O=[O+][O-].[CH:32]([O:37][CH3:38])([O:35][CH3:36])OC. Product: [CH3:38][O:37][CH:32]([C:6]1[C:5]2[C:9](=[CH:10][C:2]([I:1])=[CH:3][CH:4]=2)[N:8]([CH2:11][O:12][CH2:13][CH2:14][Si:15]([CH3:18])([CH3:17])[CH3:16])[N:7]=1)[O:35][CH3:36]. The catalyst class is: 2. (3) Reactant: C(OC([N:8]1[CH2:13][CH2:12][CH:11]([NH:14][C:15](=[O:34])[CH2:16][C:17]2[CH:22]=[CH:21][C:20]([N:23]3[CH2:27][CH2:26][C@H:25]([N:28]4[CH2:32][CH2:31][CH2:30][C@@H:29]4[CH3:33])[CH2:24]3)=[CH:19][CH:18]=2)[CH2:10][CH2:9]1)=O)(C)(C)C.C1(S)C=CC=CC=1.[ClH:42]. Product: [ClH:42].[CH3:33][C@H:29]1[CH2:30][CH2:31][CH2:32][N:28]1[C@H:25]1[CH2:26][CH2:27][N:23]([C:20]2[CH:19]=[CH:18][C:17]([CH2:16][C:15]([NH:14][CH:11]3[CH2:10][CH2:9][NH:8][CH2:13][CH2:12]3)=[O:34])=[CH:22][CH:21]=2)[CH2:24]1. The catalyst class is: 12. (4) Reactant: [CH3:1][CH:2]([CH3:5])[C:3]#[CH:4].[Li]CCCC.Cl[C:12]([O:14][CH2:15][CH3:16])=[O:13]. Product: [CH3:1][CH:2]([CH3:5])[C:3]#[C:4][C:12]([O:14][CH2:15][CH3:16])=[O:13]. The catalyst class is: 1. (5) Reactant: [CH3:1][C:2]1[CH:7]=[CH:6][C:5]([CH:8]([C:12]2[CH:17]=[CH:16][C:15]([CH3:18])=[CH:14][CH:13]=2)[C:9]([OH:11])=O)=[CH:4][CH:3]=1.[NH2:19][CH2:20][CH2:21][CH2:22][N:23]1[CH2:28][CH2:27][CH:26]([C:29]2[CH:30]=[C:31]([NH:36][C:37](=[O:41])[CH:38]([CH3:40])[CH3:39])[CH:32]=[CH:33][C:34]=2[F:35])[CH2:25][CH2:24]1. Product: [CH3:18][C:15]1[CH:16]=[CH:17][C:12]([CH:8]([C:5]2[CH:4]=[CH:3][C:2]([CH3:1])=[CH:7][CH:6]=2)[C:9]([NH:19][CH2:20][CH2:21][CH2:22][N:23]2[CH2:28][CH2:27][CH:26]([C:29]3[CH:30]=[C:31]([NH:36][C:37](=[O:41])[CH:38]([CH3:39])[CH3:40])[CH:32]=[CH:33][C:34]=3[F:35])[CH2:25][CH2:24]2)=[O:11])=[CH:13][CH:14]=1. The catalyst class is: 22.